From a dataset of NCI-60 drug combinations with 297,098 pairs across 59 cell lines. Regression. Given two drug SMILES strings and cell line genomic features, predict the synergy score measuring deviation from expected non-interaction effect. (1) Drug 1: CN(C)C1=NC(=NC(=N1)N(C)C)N(C)C. Drug 2: C1=CN(C=N1)CC(O)(P(=O)(O)O)P(=O)(O)O. Cell line: HCC-2998. Synergy scores: CSS=0.0580, Synergy_ZIP=3.00, Synergy_Bliss=2.90, Synergy_Loewe=-4.76, Synergy_HSA=-1.66. (2) Drug 1: C1CCC(CC1)NC(=O)N(CCCl)N=O. Drug 2: CS(=O)(=O)CCNCC1=CC=C(O1)C2=CC3=C(C=C2)N=CN=C3NC4=CC(=C(C=C4)OCC5=CC(=CC=C5)F)Cl. Cell line: SF-268. Synergy scores: CSS=25.2, Synergy_ZIP=0.835, Synergy_Bliss=4.08, Synergy_Loewe=-0.0353, Synergy_HSA=1.80. (3) Drug 1: CN(C)N=NC1=C(NC=N1)C(=O)N. Drug 2: CC1C(C(=O)NC(C(=O)N2CCCC2C(=O)N(CC(=O)N(C(C(=O)O1)C(C)C)C)C)C(C)C)NC(=O)C3=C4C(=C(C=C3)C)OC5=C(C(=O)C(=C(C5=N4)C(=O)NC6C(OC(=O)C(N(C(=O)CN(C(=O)C7CCCN7C(=O)C(NC6=O)C(C)C)C)C)C(C)C)C)N)C. Cell line: IGROV1. Synergy scores: CSS=11.2, Synergy_ZIP=-2.05, Synergy_Bliss=0.905, Synergy_Loewe=0.0660, Synergy_HSA=0.246. (4) Drug 1: C1=C(C(=O)NC(=O)N1)F. Drug 2: C1CN(P(=O)(OC1)NCCCl)CCCl. Cell line: HOP-62. Synergy scores: CSS=30.9, Synergy_ZIP=-12.2, Synergy_Bliss=-9.85, Synergy_Loewe=-22.5, Synergy_HSA=-8.99. (5) Drug 1: CN(C)N=NC1=C(NC=N1)C(=O)N. Drug 2: CC1C(C(=O)NC(C(=O)N2CCCC2C(=O)N(CC(=O)N(C(C(=O)O1)C(C)C)C)C)C(C)C)NC(=O)C3=C4C(=C(C=C3)C)OC5=C(C(=O)C(=C(C5=N4)C(=O)NC6C(OC(=O)C(N(C(=O)CN(C(=O)C7CCCN7C(=O)C(NC6=O)C(C)C)C)C)C(C)C)C)N)C. Cell line: ACHN. Synergy scores: CSS=12.0, Synergy_ZIP=1.53, Synergy_Bliss=7.78, Synergy_Loewe=8.22, Synergy_HSA=7.96. (6) Drug 1: COC1=C(C=C2C(=C1)N=CN=C2NC3=CC(=C(C=C3)F)Cl)OCCCN4CCOCC4. Drug 2: COC1=CC(=CC(=C1O)OC)C2C3C(COC3=O)C(C4=CC5=C(C=C24)OCO5)OC6C(C(C7C(O6)COC(O7)C8=CC=CS8)O)O. Cell line: HOP-62. Synergy scores: CSS=45.9, Synergy_ZIP=5.63, Synergy_Bliss=6.46, Synergy_Loewe=6.93, Synergy_HSA=8.99. (7) Drug 1: C1CC(C1)(C(=O)O)C(=O)O.[NH2-].[NH2-].[Pt+2]. Drug 2: CC1=C(C(=O)C2=C(C1=O)N3CC4C(C3(C2COC(=O)N)OC)N4)N. Cell line: DU-145. Synergy scores: CSS=51.1, Synergy_ZIP=2.92, Synergy_Bliss=7.09, Synergy_Loewe=-1.44, Synergy_HSA=5.60. (8) Drug 2: C1CN(CCN1C(=O)CCBr)C(=O)CCBr. Synergy scores: CSS=15.0, Synergy_ZIP=-5.00, Synergy_Bliss=-1.01, Synergy_Loewe=0.294, Synergy_HSA=0.436. Drug 1: CC1C(C(CC(O1)OC2CC(CC3=C2C(=C4C(=C3O)C(=O)C5=C(C4=O)C(=CC=C5)OC)O)(C(=O)CO)O)N)O.Cl. Cell line: SNB-75. (9) Drug 1: CC12CCC3C(C1CCC2=O)CC(=C)C4=CC(=O)C=CC34C. Drug 2: CC1=C(N=C(N=C1N)C(CC(=O)N)NCC(C(=O)N)N)C(=O)NC(C(C2=CN=CN2)OC3C(C(C(C(O3)CO)O)O)OC4C(C(C(C(O4)CO)O)OC(=O)N)O)C(=O)NC(C)C(C(C)C(=O)NC(C(C)O)C(=O)NCCC5=NC(=CS5)C6=NC(=CS6)C(=O)NCCC[S+](C)C)O. Cell line: OVCAR-5. Synergy scores: CSS=15.2, Synergy_ZIP=-2.82, Synergy_Bliss=-1.89, Synergy_Loewe=-3.27, Synergy_HSA=-1.25.